From a dataset of Forward reaction prediction with 1.9M reactions from USPTO patents (1976-2016). Predict the product of the given reaction. (1) Given the reactants C(OC(=O)[NH:7][C:8]1[CH:9]=[C:10]([C:22]2[CH:27]=[CH:26][CH:25]=[CH:24][C:23]=2[S:28]([CH2:31][CH2:32][OH:33])(=[O:30])=[O:29])[CH:11]=[CH:12][C:13]=1[NH:14]C(OC(C)(C)C)=O)(C)(C)C.Cl, predict the reaction product. The product is: [NH2:7][C:8]1[CH:9]=[C:10]([C:22]2[C:23]([S:28]([CH2:31][CH2:32][OH:33])(=[O:30])=[O:29])=[CH:24][CH:25]=[CH:26][CH:27]=2)[CH:11]=[CH:12][C:13]=1[NH2:14]. (2) The product is: [CH3:1][C:2]([CH3:24])([CH3:23])[CH2:3][N:4]1[CH2:5][CH2:6][N:7]([C:10]2[CH:15]=[CH:14][C:13]([NH2:16])=[CH:12][C:11]=2[C:19]([F:22])([F:20])[F:21])[CH2:8][CH2:9]1. Given the reactants [CH3:1][C:2]([CH3:24])([CH3:23])[CH2:3][N:4]1[CH2:9][CH2:8][N:7]([C:10]2[CH:15]=[CH:14][C:13]([N+:16]([O-])=O)=[CH:12][C:11]=2[C:19]([F:22])([F:21])[F:20])[CH2:6][CH2:5]1, predict the reaction product.